This data is from Antibody paratope prediction from SAbDab with 1,023 antibody chains. The task is: Token-level Classification. Given an antibody amino acid sequence, predict which amino acid positions are active in antigen binding. Output is a list of indices for active paratope positions. (1) Given the antibody sequence: QVRLSQSGGQMKKPGDSMRISCRASGYEFINCPINWIRLAPGKRPEWMGWMKPRFGAVSYARQLQGRVTMTRDMYSETAFLELRSLTSDDTAVYFCTRGKYCTARDYYNWDFEHWGQGTPVTVSS, which amino acid positions are active in antigen binding (paratope)? The paratope positions are: [52, 83, 84, 85, 104, 105, 106, 107, 108, 109, 110, 111]. (2) The paratope positions are: [52, 83, 84, 85, 104, 105, 106, 107, 108, 109, 110, 111, 112, 113, 114, 115, 116]. Given the antibody sequence: EVQLVESGGGLVQPGGSLRLSCAASGFNLYSYSMHWVRQAPGKGLEWVAYIYPYSGSTSYADSVKGRFTISADTSKNTAYLQMNSLRAEDTAVYYCARESSYFYDGSYSYYDYEGAMDYWGQGTLVTVSS, which amino acid positions are active in antigen binding (paratope)? (3) Given the antibody sequence: DIQMTQSPSSLSASVGDRVTITCRASKSVSEGRWSFMHWYQQKPGKAPKLLIYVASRLESGVPSRFSGSGSGTDFTFTISSLQPEDIATYYCQHSRELPWTFGQGTKVEIK, which amino acid positions are active in antigen binding (paratope)? The paratope positions are: [30, 31, 32, 33]. (4) Given the antibody sequence: EVQLVESGGGLVQPKGSLKLSCAASGFTFNTYAMHWVRQAPGKGLEWVARIRSKSNKYATHYADSVKDRFTISRDDSQTMLYLQMNNLKTEDTAMYYCVREGSYYDSSYGAMDYWGQGTSVTVSS, which amino acid positions are active in antigen binding (paratope)? The paratope positions are: [52, 53, 54, 85, 86, 87, 106, 107, 108, 109, 110, 111]. (5) Given the antibody sequence: QSALTQPASVSGSPGQSITISCTGTSSDVGGYIYVSWYQQHPGKAPKLMIYDVSRRPSGISDRFSGSKSGNTASLTISGLQAEDEADYYCNSYTTLSTWLFGGGTKVTVL, which amino acid positions are active in antigen binding (paratope)? The paratope positions are: [29, 30, 31, 97]. (6) Given the antibody sequence: EVQLVQSGAEVKKSGESLKISCKGSGYSFTSYWIGWVRQMPGKGLEWMGIFYPGDSSTRYSPSFQGQVTISADKSVNTAYLQWSSLKASDTAMYYCARRRNWGNAFDIWGQGTMVTVSS, which amino acid positions are active in antigen binding (paratope)? The paratope positions are: [52, 83, 84, 85, 104, 105].